Dataset: Full USPTO retrosynthesis dataset with 1.9M reactions from patents (1976-2016). Task: Predict the reactants needed to synthesize the given product. (1) Given the product [C:1]([C:5]1[CH:6]=[CH:7][C:8]([CH2:9][O:10][C:11]2[CH:16]=[CH:15][C:14]([C:17]3[CH:22]=[CH:21][C:20]([O:23][C:24]([F:25])([F:26])[F:27])=[CH:19][CH:18]=3)=[CH:13][C:12]=2[N:28]([CH3:39])[C:29](=[O:34])[C:30]([O:32][CH3:33])=[O:31])=[CH:35][CH:36]=1)([CH3:4])([CH3:2])[CH3:3], predict the reactants needed to synthesize it. The reactants are: [C:1]([C:5]1[CH:36]=[CH:35][C:8]([CH2:9][O:10][C:11]2[CH:16]=[CH:15][C:14]([C:17]3[CH:22]=[CH:21][C:20]([O:23][C:24]([F:27])([F:26])[F:25])=[CH:19][CH:18]=3)=[CH:13][C:12]=2[NH:28][C:29](=[O:34])[C:30]([O:32][CH3:33])=[O:31])=[CH:7][CH:6]=1)([CH3:4])([CH3:3])[CH3:2].CI.[C:39](=O)([O-])[O-].[K+].[K+].C1OCCOCCOCCOCCOCCOC1. (2) Given the product [CH2:13]([O:12][C:10]([NH:9][C@@H:5]([CH2:4][CH2:3][CH2:2][NH:1][CH:21]1[CH2:26][CH2:25][N:24]([C:27]([O:29][C:30]([CH3:33])([CH3:32])[CH3:31])=[O:28])[CH2:23][CH2:22]1)[C:6]([OH:8])=[O:7])=[O:11])[C:14]1[CH:15]=[CH:16][CH:17]=[CH:18][CH:19]=1, predict the reactants needed to synthesize it. The reactants are: [NH2:1][CH2:2][CH2:3][CH2:4][C@H:5]([NH:9][C:10]([O:12][CH2:13][C:14]1[CH:19]=[CH:18][CH:17]=[CH:16][CH:15]=1)=[O:11])[C:6]([OH:8])=[O:7].O=[C:21]1[CH2:26][CH2:25][N:24]([C:27]([O:29][C:30]([CH3:33])([CH3:32])[CH3:31])=[O:28])[CH2:23][CH2:22]1.C([BH3-])#N.[Na+]. (3) Given the product [ClH:17].[F:1][C:2]1[CH:3]=[CH:4][C:5](/[CH:8]=[CH:11]/[C:12]([OH:14])=[O:13])=[N:6][CH:7]=1, predict the reactants needed to synthesize it. The reactants are: [F:1][C:2]1[CH:3]=[CH:4][C:5]([CH:8]=O)=[N:6][CH:7]=1.C(O)(=O)[CH2:11][C:12]([OH:14])=[O:13].[ClH:17]. (4) Given the product [CH2:1]([O:3][C:4]([C:6]1[C:10]([C:11]2[C:13]3[C:14](=[N:15][CH:16]=[CH:17][CH:18]=3)[NH:22][N:21]=2)=[CH:9][NH:8][CH:7]=1)=[O:5])[CH3:2], predict the reactants needed to synthesize it. The reactants are: [CH2:1]([O:3][C:4]([C:6]1[C:10]([C:11]([C:13]2[C:14](Cl)=[N:15][CH:16]=[CH:17][CH:18]=2)=O)=[CH:9][NH:8][CH:7]=1)=[O:5])[CH3:2].O.[NH2:21][NH2:22]. (5) Given the product [CH:17]1([NH:16][C:14](=[O:15])[C:13]2[CH:20]=[CH:21][C:22]([CH3:23])=[C:11]([C:7]3[N:6]=[C:5]4[NH:4][N:3]=[C:2]([NH:1][C:24](=[O:27])[CH2:25][CH3:26])[C:10]4=[CH:9][CH:8]=3)[CH:12]=2)[CH2:18][CH2:19]1, predict the reactants needed to synthesize it. The reactants are: [NH2:1][C:2]1[C:10]2[C:5](=[N:6][C:7]([C:11]3[CH:12]=[C:13]([CH:20]=[CH:21][C:22]=3[CH3:23])[C:14]([NH:16][CH:17]3[CH2:19][CH2:18]3)=[O:15])=[CH:8][CH:9]=2)[NH:4][N:3]=1.[C:24](Cl)(=[O:27])[CH2:25][CH3:26]. (6) Given the product [CH2:65]([NH:72][C:31](=[O:32])[CH2:30][C:27]1[CH:28]=[CH:29][C:22]2[O:21][CH2:20][CH2:19][N:18]3[CH:17]=[C:16]([C:15]4[N:11]([CH:8]([CH3:9])[CH3:10])[N:12]=[CH:13][N:14]=4)[N:25]=[C:24]3[C:23]=2[CH:26]=1)[C:66]1[CH:71]=[CH:70][CH:69]=[CH:68][CH:67]=1, predict the reactants needed to synthesize it. The reactants are: FC(F)(F)C(O)=O.[CH:8]([N:11]1[C:15]([C:16]2[N:25]=[C:24]3[N:18]([CH2:19][CH2:20][O:21][C:22]4[CH:29]=[CH:28][C:27]([CH2:30][C:31](O)=[O:32])=[CH:26][C:23]=43)[CH:17]=2)=[N:14][CH:13]=[N:12]1)([CH3:10])[CH3:9].CN(C(ON1N=NC2C=CC=NC1=2)=[N+](C)C)C.F[P-](F)(F)(F)(F)F.CCN(CC)CC.[CH2:65]([NH2:72])[C:66]1[CH:71]=[CH:70][CH:69]=[CH:68][CH:67]=1. (7) Given the product [C:1]([O:5][C:6]([N:8]1[CH2:20][C@@H:19]([CH3:21])[N:18]2[C@H:10]([CH2:11][C:12]3[C:17]2=[N:16][C:15]([CH2:22][CH3:23])=[C:14]([CH2:24][O:25][CH3:28])[CH:13]=3)[CH2:9]1)=[O:7])([CH3:2])([CH3:3])[CH3:4], predict the reactants needed to synthesize it. The reactants are: [C:1]([O:5][C:6]([N:8]1[CH2:20][C@@H:19]([CH3:21])[N:18]2[C@H:10]([CH2:11][C:12]3[C:17]2=[N:16][C:15]([CH2:22][CH3:23])=[C:14]([CH2:24][OH:25])[CH:13]=3)[CH2:9]1)=[O:7])([CH3:4])([CH3:3])[CH3:2].[H-].[Na+].[CH3:28]I. (8) Given the product [CH2:18]([NH:20][CH:14]1[CH2:15][CH2:16][CH:11]([NH:10][C:6]2[CH:5]=[C:4]3[C:9](=[CH:8][CH:7]=2)[NH:1][N:2]=[CH:3]3)[CH2:12][CH2:13]1)[CH3:19], predict the reactants needed to synthesize it. The reactants are: [NH:1]1[C:9]2[C:4](=[CH:5][C:6]([NH:10][CH:11]3[CH2:16][CH2:15][C:14](=O)[CH2:13][CH2:12]3)=[CH:7][CH:8]=2)[CH:3]=[N:2]1.[CH2:18]([NH2:20])[CH3:19].C(O[BH-](OC(=O)C)OC(=O)C)(=O)C.[Na+].Cl.CO. (9) Given the product [F:1][C:2]1[CH:3]=[C:4]([CH:5]=[CH:6][C:7]=1[C:8]([F:10])([F:11])[F:9])[CH2:12][O:13][C:15]1[CH:27]=[C:19]2[N:20]([CH:24]([CH3:25])[CH3:26])[CH2:21][CH2:22][CH2:23][N:18]2[C:17](=[O:28])[N:16]=1, predict the reactants needed to synthesize it. The reactants are: [F:1][C:2]1[CH:3]=[C:4]([CH2:12][OH:13])[CH:5]=[CH:6][C:7]=1[C:8]([F:11])([F:10])[F:9].Cl[C:15]1[CH:27]=[C:19]2[N:20]([CH:24]([CH3:26])[CH3:25])[CH2:21][CH2:22][CH2:23][N:18]2[C:17](=[O:28])[N:16]=1. (10) Given the product [CH2:1]([O:3][C:4](=[O:14])[C:5]1[CH:10]=[CH:9][C:8]([O:11][CH3:12])=[C:7]([O:13][CH2:16][CH2:17][CH2:18][C:19]([F:22])([F:21])[F:20])[CH:6]=1)[CH3:2], predict the reactants needed to synthesize it. The reactants are: [CH2:1]([O:3][C:4](=[O:14])[C:5]1[CH:10]=[CH:9][C:8]([O:11][CH3:12])=[C:7]([OH:13])[CH:6]=1)[CH3:2].Br[CH2:16][CH2:17][CH2:18][C:19]([F:22])([F:21])[F:20].C([O-])([O-])=O.[K+].[K+].